Predict the reaction yield, written as a fraction of the theoretical maximum amount of product (1.0 means a 100% yield; for example, 0.34 means a 34% yield). From a dataset of Reaction yield outcomes from USPTO patents with 853,638 reactions. (1) The reactants are [CH:1]1([N:7]([CH:18]2[CH2:23][CH2:22][CH2:21][CH2:20][CH2:19]2)[C:8]([NH:10][C:11]2[S:12][C:13]([CH:16]=O)=[CH:14][N:15]=2)=[O:9])[CH2:6][CH2:5][CH2:4][CH2:3][CH2:2]1.[N:24]1([C:30](=[O:33])[CH2:31][CH3:32])[CH2:29][CH2:28][NH:27][CH2:26][CH2:25]1.C(O[BH-](OC(=O)C)OC(=O)C)(=O)C.[Na+]. The catalyst is C(O)(=O)C. The product is [CH:18]1([N:7]([CH:1]2[CH2:6][CH2:5][CH2:4][CH2:3][CH2:2]2)[C:8]([NH:10][C:11]2[S:12][C:13]([CH2:16][N:27]3[CH2:28][CH2:29][N:24]([C:30](=[O:33])[CH2:31][CH3:32])[CH2:25][CH2:26]3)=[CH:14][N:15]=2)=[O:9])[CH2:19][CH2:20][CH2:21][CH2:22][CH2:23]1. The yield is 0.150. (2) The reactants are [OH:1][C:2]1[CH:7]=[CH:6][CH:5]=[C:4]([OH:8])[C:3]=1[C:9](=[O:11])[CH3:10].[CH2:12](Br)[C:13]1[CH:18]=[CH:17][CH:16]=[CH:15][CH:14]=1.C(=O)([O-])[O-].[K+].[K+].[I-].[Na+]. The catalyst is CC(C)=O. The product is [CH2:12]([O:1][C:2]1[CH:7]=[CH:6][CH:5]=[C:4]([O:8][CH2:9][C:3]2[CH:4]=[CH:5][CH:6]=[CH:7][CH:2]=2)[C:3]=1[C:9](=[O:11])[CH3:10])[C:13]1[CH:18]=[CH:17][CH:16]=[CH:15][CH:14]=1. The yield is 0.460. (3) The reactants are C([O-])([O-])=O.[K+].[K+].[CH2:7]([O:9][C:10](=[O:23])[C:11]1[CH:16]=[C:15](I)[C:14]([O:18][CH2:19][O:20][CH3:21])=[C:13](Br)[CH:12]=1)[CH3:8].C(O[C:27](=O)[C:28]1[CH:33]=[C:32](Br)[C:31](OCOC)=[C:30](Br)[CH:29]=1)C.[CH3:41][C:42]1[CH:43]=[C:44](B(O)O)[CH:45]=C[CH:47]=1.[CH2:51](Cl)Cl.CCO[C:57]([CH3:59])=O. The catalyst is O.C1C=CC(P(C2C=CC=CC=2)[C-]2C=CC=C2)=CC=1.C1C=CC(P(C2C=CC=CC=2)[C-]2C=CC=C2)=CC=1.Cl[Pd]Cl.[Fe+2].O1CCOCC1. The product is [CH2:7]([O:9][C:10](=[O:23])[C:11]1[CH:16]=[C:15]([C:44]2[CH:43]=[C:42]([CH3:47])[CH:41]=[C:57]([CH3:59])[CH:45]=2)[C:14]([O:18][CH2:19][O:20][CH3:21])=[C:13]([C:32]2[CH:31]=[C:30]([CH3:51])[CH:29]=[C:28]([CH3:27])[CH:33]=2)[CH:12]=1)[CH3:8]. The yield is 0.230. (4) The reactants are [Cl:1][C:2]1[CH:10]=[CH:9][C:8]([CH3:11])=[CH:7][C:3]=1[C:4]([OH:6])=[O:5].[C:12](Cl)(=O)C(Cl)=O.CO. The catalyst is ClCCl.CN(C)C=O. The product is [Cl:1][C:2]1[CH:10]=[CH:9][C:8]([CH3:11])=[CH:7][C:3]=1[C:4]([O:6][CH3:12])=[O:5]. The yield is 1.00. (5) The reactants are [OH:1][CH:2]([C:11]1[CH:16]=[CH:15][C:14]([C:17]2[N:21]=[C:20]([C:22]3[O:26][N:25]=[C:24]([C:27]4[CH:32]=[CH:31][CH:30]=[CH:29][CH:28]=4)[C:23]=3[C:33]([F:36])([F:35])[F:34])[O:19][N:18]=2)=[CH:13][CH:12]=1)[C:3]([NH:5][CH2:6][CH2:7][C:8](O)=[O:9])=[O:4].C[N:38]1[CH2:43][CH2:42][O:41]C[CH2:39]1.[CH3:44]N(C(ON1N=NC2C=CC=NC1=2)=[N+](C)C)C.F[P-](F)(F)(F)(F)F. The catalyst is CN(C=O)C. The product is [OH:1][CH:2]([C:11]1[CH:16]=[CH:15][C:14]([C:17]2[N:21]=[C:20]([C:22]3[O:26][N:25]=[C:24]([C:27]4[CH:28]=[CH:29][CH:30]=[CH:31][CH:32]=4)[C:23]=3[C:33]([F:36])([F:34])[F:35])[O:19][N:18]=2)=[CH:13][CH:12]=1)[C:3]([NH:5][CH2:6][CH2:7][C:8]([N:38]1[CH2:43][C:42]([OH:41])([CH3:44])[CH2:39]1)=[O:9])=[O:4]. The yield is 0.278.